From a dataset of Catalyst prediction with 721,799 reactions and 888 catalyst types from USPTO. Predict which catalyst facilitates the given reaction. Reactant: [N+:1]([C:4]1[CH:5]=[CH:6][CH:7]=[C:8]2[C:13]=1[N:12]=[CH:11][C:10]([S:14]([C:17]1[CH:22]=[CH:21][CH:20]=[CH:19][N:18]=1)(=[O:16])=[O:15])=[CH:9]2)([O-])=O.Cl. Product: [N:18]1[CH:19]=[CH:20][CH:21]=[CH:22][C:17]=1[S:14]([C:10]1[CH:11]=[N:12][C:13]2[C:8]([CH:9]=1)=[CH:7][CH:6]=[CH:5][C:4]=2[NH2:1])(=[O:15])=[O:16]. The catalyst class is: 186.